This data is from Reaction yield outcomes from USPTO patents with 853,638 reactions. The task is: Predict the reaction yield, written as a fraction of the theoretical maximum amount of product (1.0 means a 100% yield; for example, 0.34 means a 34% yield). (1) The reactants are [C:1]1([NH2:8])[CH:6]=[CH:5][CH:4]=[CH:3][C:2]=1[NH2:7].CCN(CC)CC.Br[CH2:17][C:18](OCC)=[O:19]. The catalyst is CN(C=O)C. The product is [NH:7]1[C:2]2[C:1](=[CH:6][CH:5]=[CH:4][CH:3]=2)[NH:8][CH2:17][C:18]1=[O:19]. The yield is 0.380. (2) The reactants are [Cl:1][C:2]1[CH:7]=[CH:6][C:5]([C@H:8]2[C@H:13]([O:14][CH2:15][C:16]3[CH:21]=[CH:20][CH:19]=[CH:18][CH:17]=3)[C@@H:12]([O:22][CH2:23][C:24]3[CH:29]=[CH:28][CH:27]=[CH:26][CH:25]=3)[C@H:11]([O:30][CH2:31][C:32]3[CH:37]=[CH:36][CH:35]=[CH:34][CH:33]=3)[C@@H:10]([CH2:38][O:39][CH2:40][C:41]3[CH:46]=[CH:45][CH:44]=[CH:43][CH:42]=3)[O:9]2)=[CH:4][C:3]=1[CH2:47]O.P(Br)(Br)[Br:50].N1C=CC=CC=1. The catalyst is CCOCC. The product is [CH2:31]([O:30][C@H:11]1[C@H:12]([O:22][CH2:23][C:24]2[CH:29]=[CH:28][CH:27]=[CH:26][CH:25]=2)[C@@H:13]([O:14][CH2:15][C:16]2[CH:21]=[CH:20][CH:19]=[CH:18][CH:17]=2)[C@H:8]([C:5]2[CH:6]=[CH:7][C:2]([Cl:1])=[C:3]([CH2:47][Br:50])[CH:4]=2)[O:9][C@@H:10]1[CH2:38][O:39][CH2:40][C:41]1[CH:46]=[CH:45][CH:44]=[CH:43][CH:42]=1)[C:32]1[CH:37]=[CH:36][CH:35]=[CH:34][CH:33]=1. The yield is 0.710. (3) The reactants are [CH3:1][O:2][C:3]1[CH:17]=[CH:16][C:6]([CH2:7][N:8]2[CH:12]=[C:11]([C:13](=[S:15])[NH2:14])[CH:10]=[N:9]2)=[CH:5][CH:4]=1.Br[CH2:19][C:20](=O)[C:21]([O:23][CH2:24][CH3:25])=[O:22].N1C=CC=CC=1. The catalyst is CC(C)=O. The product is [CH3:1][O:2][C:3]1[CH:4]=[CH:5][C:6]([CH2:7][N:8]2[CH:12]=[C:11]([C:13]3[S:15][CH:19]=[C:20]([C:21]([O:23][CH2:24][CH3:25])=[O:22])[N:14]=3)[CH:10]=[N:9]2)=[CH:16][CH:17]=1. The yield is 0.580. (4) The reactants are [Cl:1][C:2]1[CH:7]=[CH:6][CH:5]=[CH:4][C:3]=1[N:8]1[CH:12]=[C:11]([CH:13]=[O:14])[C:10]([CH3:15])=[N:9]1.[CH:16]1([Mg]Br)[CH2:21][CH2:20][CH2:19][CH2:18][CH2:17]1. The catalyst is O1CCCC1. The product is [CH:16]1([CH:13]([C:11]2[C:10]([CH3:15])=[N:9][N:8]([C:3]3[CH:4]=[CH:5][CH:6]=[CH:7][C:2]=3[Cl:1])[CH:12]=2)[OH:14])[CH2:21][CH2:20][CH2:19][CH2:18][CH2:17]1. The yield is 0.790. (5) The reactants are [C:1]([O:5][C:6](=[O:19])[NH:7][C@@H:8]([C:11]1[CH:16]=[CH:15][C:14]([Cl:17])=[CH:13][C:12]=1[F:18])[CH2:9][CH3:10])([CH3:4])([CH3:3])[CH3:2].C([Li])CCC.C([Li])(CC)C.C(O[B:34]1[O:38][C:37]([CH3:40])([CH3:39])[C:36]([CH3:42])([CH3:41])[O:35]1)(C)C. The catalyst is C1COCC1. The product is [C:1]([O:5][C:6](=[O:19])[NH:7][C@@H:8]([C:11]1[CH:16]=[CH:15][C:14]([Cl:17])=[C:13]([B:34]2[O:38][C:37]([CH3:40])([CH3:39])[C:36]([CH3:42])([CH3:41])[O:35]2)[C:12]=1[F:18])[CH2:9][CH3:10])([CH3:2])([CH3:3])[CH3:4]. The yield is 0.300. (6) The reactants are [N:1]#[C:2][NH2:3].[CH3:4][O-].[Na+].[Cl:7][C:8]1[CH:13]=[C:12]([N:14]=[C:15]=[S:16])[CH:11]=[C:10]([Cl:17])[C:9]=1[S:18][C:19]1[CH:24]=[CH:23][C:22]([O:25][CH3:26])=[CH:21][CH:20]=1.IC. The catalyst is CO.C1(C)C=CC=CC=1. The product is [C:2](/[N:3]=[C:15](\[S:16][CH3:4])/[NH:14][C:12]1[CH:11]=[C:10]([Cl:17])[C:9]([S:18][C:19]2[CH:24]=[CH:23][C:22]([O:25][CH3:26])=[CH:21][CH:20]=2)=[C:8]([Cl:7])[CH:13]=1)#[N:1]. The yield is 0.730. (7) The catalyst is C(Cl)Cl. The reactants are [C:1]1(=[O:6])[CH2:5][CH2:4][CH2:3][CH2:2]1.C([O-])([O-])=O.[Na+].[Na+].[F:13][C:14]([F:27])([F:26])[S:15](O[S:15]([C:14]([F:27])([F:26])[F:13])(=[O:17])=[O:16])(=[O:17])=[O:16]. The yield is 0.730. The product is [C:1]1([O:6][S:15]([C:14]([F:27])([F:26])[F:13])(=[O:17])=[O:16])[CH2:5][CH2:4][CH2:3][CH:2]=1.